From a dataset of TCR-epitope binding with 47,182 pairs between 192 epitopes and 23,139 TCRs. Binary Classification. Given a T-cell receptor sequence (or CDR3 region) and an epitope sequence, predict whether binding occurs between them. (1) The epitope is RAKFKQLL. The TCR CDR3 sequence is CASSSRQKEETQYF. Result: 0 (the TCR does not bind to the epitope). (2) The TCR CDR3 sequence is CASSQDSSGDYEQYF. Result: 0 (the TCR does not bind to the epitope). The epitope is SLFNTVATLY. (3) The epitope is RLDKVEAEV. The TCR CDR3 sequence is CASSEAGNNEQFF. Result: 0 (the TCR does not bind to the epitope).